Task: Predict the reaction yield, written as a fraction of the theoretical maximum amount of product (1.0 means a 100% yield; for example, 0.34 means a 34% yield).. Dataset: Reaction yield outcomes from USPTO patents with 853,638 reactions (1) The reactants are [C:1]([O:5][C:6](=[O:28])[CH2:7][C@H:8]([C:18]1[O:22][N:21]=[C:20]([C:23](OCC)=[O:24])[N:19]=1)[CH2:9][CH2:10][CH2:11][CH:12]1[CH2:17][CH2:16][CH2:15][CH2:14][CH2:13]1)([CH3:4])([CH3:3])[CH3:2].[NH2:29][NH2:30].O. The catalyst is CCO. The product is [CH:12]1([CH2:11][CH2:10][CH2:9][C@@H:8]([C:18]2[O:22][N:21]=[C:20]([C:23]([NH:29][NH2:30])=[O:24])[N:19]=2)[CH2:7][C:6]([O:5][C:1]([CH3:4])([CH3:3])[CH3:2])=[O:28])[CH2:17][CH2:16][CH2:15][CH2:14][CH2:13]1. The yield is 0.900. (2) The reactants are [CH3:1][N:2]1[C:11]2[C:6](=[CH:7][C:8]([C:12]3[C:21]4[CH2:20][CH2:19][CH2:18][C:17](=O)[C:16]=4[CH:15]=[N:14][CH:13]=3)=[CH:9][CH:10]=2)[CH2:5][CH2:4][C:3]1=[O:23].[C:24]([NH2:28])(=[O:27])[CH2:25][CH3:26].FC(F)(F)S(O)(=O)=O.[OH-].[Na+]. The catalyst is FC(F)(F)C1C=CC=CC=1. The product is [CH3:1][N:2]1[C:11]2[C:6](=[CH:7][C:8]([C:12]3[C:21]4[CH2:20][CH2:19][CH:18]=[C:17]([NH:28][C:24](=[O:27])[CH2:25][CH3:26])[C:16]=4[CH:15]=[N:14][CH:13]=3)=[CH:9][CH:10]=2)[CH2:5][CH2:4][C:3]1=[O:23]. The yield is 0.840. (3) The reactants are [H-].[Al+3].[Li+].[H-].[H-].[H-].[CH2:7]([N:10]1[CH2:15][CH:14]2[CH:12]([C:13]2([C:17]2[CH:22]=[CH:21][CH:20]=[C:19]([NH2:23])[CH:18]=2)[CH3:16])[C:11]1=O)[CH:8]=[CH2:9]. The catalyst is O1CCCC1. The product is [CH2:7]([N:10]1[CH2:11][CH:12]2[CH:14]([C:13]2([C:17]2[CH:18]=[C:19]([CH:20]=[CH:21][CH:22]=2)[NH2:23])[CH3:16])[CH2:15]1)[CH:8]=[CH2:9]. The yield is 1.00.